This data is from Reaction yield outcomes from USPTO patents with 853,638 reactions. The task is: Predict the reaction yield, written as a fraction of the theoretical maximum amount of product (1.0 means a 100% yield; for example, 0.34 means a 34% yield). (1) The reactants are FC(F)(F)S(O[C:7]1[C:12]2[CH:13]=[N:14][N:15]([CH2:16][O:17][CH2:18][CH2:19][Si:20]([CH3:23])([CH3:22])[CH3:21])[C:11]=2[CH:10]=[C:9]([C:24]2[CH:29]=[C:28]([F:30])[C:27]([O:31][CH2:32][O:33][CH2:34][CH2:35][Si:36]([CH3:39])([CH3:38])[CH3:37])=[CH:26][C:25]=2[CH2:40][CH3:41])[N:8]=1)(=O)=O.Cl.[NH2:45][CH2:46][C:47]1[CH:52]=[CH:51][CH:50]=[CH:49][C:48]=1[N:53]([CH2:58][CH2:59][O:60][CH2:61][C:62]1[CH:67]=[CH:66][CH:65]=[CH:64][CH:63]=1)[S:54]([CH3:57])(=[O:56])=[O:55].C(N(CC)CC)C. The catalyst is CN(C=O)C. The product is [CH2:61]([O:60][CH2:59][CH2:58][N:53]([C:48]1[CH:49]=[CH:50][CH:51]=[CH:52][C:47]=1[CH2:46][NH:45][C:7]1[C:12]2[CH:13]=[N:14][N:15]([CH2:16][O:17][CH2:18][CH2:19][Si:20]([CH3:22])([CH3:21])[CH3:23])[C:11]=2[CH:10]=[C:9]([C:24]2[CH:29]=[C:28]([F:30])[C:27]([O:31][CH2:32][O:33][CH2:34][CH2:35][Si:36]([CH3:37])([CH3:39])[CH3:38])=[CH:26][C:25]=2[CH2:40][CH3:41])[N:8]=1)[S:54]([CH3:57])(=[O:56])=[O:55])[C:62]1[CH:63]=[CH:64][CH:65]=[CH:66][CH:67]=1. The yield is 0.400. (2) The reactants are CO[C:3]([C:5]1[C:6](=[O:18])[N:7]([CH3:17])[C:8]2[C:13]([C:14]=1[OH:15])=[C:12]([Cl:16])[CH:11]=[CH:10][CH:9]=2)=[O:4].[CH2:19]([NH:21][C:22]1[CH:27]=[CH:26][CH:25]=[CH:24][CH:23]=1)[CH3:20].CCCCCCC. The catalyst is CO. The product is [CH3:20][CH2:19][N:21]([C:3]([C:5]1[C:6](=[O:18])[N:7]([CH3:17])[C:8]2[CH:9]=[CH:10][CH:11]=[C:12]([Cl:16])[C:13]=2[C:14]=1[OH:15])=[O:4])[C:22]1[CH:23]=[CH:24][CH:25]=[CH:26][CH:27]=1. The yield is 0.980. (3) No catalyst specified. The yield is 0.670. The product is [CH3:24][O:23][C:13]1[C:11]2[N:12]=[C:8]([NH:7][C:6]([N:26]3[CH2:31][CH2:30][O:29][CH2:28][CH2:27]3)=[O:25])[S:9][C:10]=2[C:16]([C:17]2[CH:22]=[CH:21][CH:20]=[CH:19][CH:18]=2)=[CH:15][CH:14]=1. The reactants are C(O[C:6](=[O:25])[NH:7][C:8]1[S:9][C:10]2[C:16]([C:17]3[CH:22]=[CH:21][CH:20]=[CH:19][CH:18]=3)=[CH:15][CH:14]=[C:13]([O:23][CH3:24])[C:11]=2[N:12]=1)(C)(C)C.[NH:26]1[CH2:31][CH2:30][O:29][CH2:28][CH2:27]1.